Dataset: NCI-60 drug combinations with 297,098 pairs across 59 cell lines. Task: Regression. Given two drug SMILES strings and cell line genomic features, predict the synergy score measuring deviation from expected non-interaction effect. (1) Drug 1: C1=C(C(=O)NC(=O)N1)F. Drug 2: CCCCCOC(=O)NC1=NC(=O)N(C=C1F)C2C(C(C(O2)C)O)O. Cell line: NCIH23. Synergy scores: CSS=37.8, Synergy_ZIP=-3.97, Synergy_Bliss=-8.67, Synergy_Loewe=-18.3, Synergy_HSA=-8.46. (2) Drug 2: C1CN(P(=O)(OC1)NCCCl)CCCl. Synergy scores: CSS=13.8, Synergy_ZIP=-9.03, Synergy_Bliss=-4.19, Synergy_Loewe=-11.0, Synergy_HSA=-4.52. Drug 1: C1=CC(=CC=C1CCCC(=O)O)N(CCCl)CCCl. Cell line: OVCAR-8. (3) Drug 1: C1=CN(C(=O)N=C1N)C2C(C(C(O2)CO)O)O.Cl. Drug 2: C1CN(P(=O)(OC1)NCCCl)CCCl. Cell line: MDA-MB-231. Synergy scores: CSS=12.3, Synergy_ZIP=-2.93, Synergy_Bliss=0.390, Synergy_Loewe=-11.1, Synergy_HSA=1.41. (4) Drug 1: CC1=C(C(=CC=C1)Cl)NC(=O)C2=CN=C(S2)NC3=CC(=NC(=N3)C)N4CCN(CC4)CCO. Drug 2: CC(C)NC(=O)C1=CC=C(C=C1)CNNC.Cl. Cell line: HCT-15. Synergy scores: CSS=-2.80, Synergy_ZIP=3.53, Synergy_Bliss=-10.9, Synergy_Loewe=2.15, Synergy_HSA=-8.59. (5) Drug 1: CC12CCC(CC1=CCC3C2CCC4(C3CC=C4C5=CN=CC=C5)C)O. Drug 2: C#CCC(CC1=CN=C2C(=N1)C(=NC(=N2)N)N)C3=CC=C(C=C3)C(=O)NC(CCC(=O)O)C(=O)O. Cell line: SW-620. Synergy scores: CSS=-0.155, Synergy_ZIP=3.18, Synergy_Bliss=-4.91, Synergy_Loewe=-57.1, Synergy_HSA=-5.29. (6) Drug 1: CCN(CC)CCNC(=O)C1=C(NC(=C1C)C=C2C3=C(C=CC(=C3)F)NC2=O)C. Drug 2: C(CC(=O)O)C(=O)CN.Cl. Cell line: SN12C. Synergy scores: CSS=18.0, Synergy_ZIP=-3.81, Synergy_Bliss=1.23, Synergy_Loewe=-30.1, Synergy_HSA=0.558. (7) Drug 1: CN(C)N=NC1=C(NC=N1)C(=O)N. Drug 2: C1=NC2=C(N=C(N=C2N1C3C(C(C(O3)CO)O)F)Cl)N. Cell line: HS 578T. Synergy scores: CSS=1.07, Synergy_ZIP=-2.86, Synergy_Bliss=-1.29, Synergy_Loewe=-6.72, Synergy_HSA=-2.27.